Dataset: Reaction yield outcomes from USPTO patents with 853,638 reactions. Task: Predict the reaction yield, written as a fraction of the theoretical maximum amount of product (1.0 means a 100% yield; for example, 0.34 means a 34% yield). (1) The reactants are [CH2:1]([N:3]1[C:7]([C:8]2[CH:13]=[CH:12][CH:11]=[CH:10][CH:9]=2)=[N:6][N:5]=[C:4]1[SH:14])[CH3:2].[C:15]([O:19][C:20](=[O:23])[CH2:21]Cl)([CH3:18])([CH3:17])[CH3:16].C(=O)([O-])[O-].[K+].[K+]. The catalyst is CC(C)=O. The product is [C:15]([O:19][C:20](=[O:23])[CH2:21][S:14][C:4]1[N:3]([CH2:1][CH3:2])[C:7]([C:8]2[CH:9]=[CH:10][CH:11]=[CH:12][CH:13]=2)=[N:6][N:5]=1)([CH3:18])([CH3:17])[CH3:16]. The yield is 0.840. (2) The reactants are [OH:1][C:2]1[CH:3]=[C:4]([CH:9]=[C:10]([O:12][C@H:13]2[CH2:17][CH2:16][N:15]([CH3:18])[C:14]2=[O:19])[CH:11]=1)[C:5]([O:7][CH3:8])=[O:6].[N:20]1([C:24]([C:26]2[CH:31]=[CH:30][C:29](F)=[C:28]([Cl:33])[CH:27]=2)=[O:25])[CH2:23][CH2:22][CH2:21]1.C(=O)([O-])[O-].[K+].[K+].C[Si](C=[N+]=[N-])(C)C. The catalyst is CC(N(C)C)=O.C(O)(=O)C.CO. The product is [N:20]1([C:24]([C:26]2[CH:31]=[CH:30][C:29]([O:1][C:2]3[CH:3]=[C:4]([CH:9]=[C:10]([O:12][C@H:13]4[CH2:17][CH2:16][N:15]([CH3:18])[C:14]4=[O:19])[CH:11]=3)[C:5]([O:7][CH3:8])=[O:6])=[C:28]([Cl:33])[CH:27]=2)=[O:25])[CH2:23][CH2:22][CH2:21]1. The yield is 0.830. (3) The product is [Cl:1][C:2]1[N:7]=[CH:6][C:5]([CH:8]([OH:9])[CH3:13])=[C:4]([CH:10]([CH3:12])[CH3:11])[CH:3]=1. The reactants are [Cl:1][C:2]1[N:7]=[CH:6][C:5]([CH:8]=[O:9])=[C:4]([CH:10]([CH3:12])[CH3:11])[CH:3]=1.[CH3:13][Mg]Br. The yield is 0.860. The catalyst is O1CCCC1.